Dataset: Catalyst prediction with 721,799 reactions and 888 catalyst types from USPTO. Task: Predict which catalyst facilitates the given reaction. (1) Reactant: Cl[C:2]1[N:6]=[C:5]([C:7]2[CH:8]=[C:9]([C:22]3[CH:27]=[CH:26][CH:25]=[CH:24][N:23]=3)[C:10]3[S:14][C:13]([NH:15][C:16]([NH:18][CH2:19][CH3:20])=[O:17])=[N:12][C:11]=3[CH:21]=2)[S:4][N:3]=1.C(N(CC)CC)C.Cl.[CH2:36]([C:38]1([C:44]([O:46][CH2:47][CH3:48])=[O:45])[CH2:43][CH2:42][NH:41][CH2:40][CH2:39]1)C. Product: [CH2:19]([NH:18][C:16]([NH:15][C:13]1[S:14][C:10]2[C:9]([C:22]3[CH:27]=[CH:26][CH:25]=[CH:24][N:23]=3)=[CH:8][C:7]([C:5]3[S:4][N:3]=[C:2]([N:41]4[CH2:42][CH2:43][C:38]([CH3:36])([C:44]([O:46][CH2:47][CH3:48])=[O:45])[CH2:39][CH2:40]4)[N:6]=3)=[CH:21][C:11]=2[N:12]=1)=[O:17])[CH3:20]. The catalyst class is: 3. (2) Reactant: C(O)(=O)C.[F:5][C:6]1[CH:13]=[C:12]([O:14][CH2:15][C:16]2[CH:21]=[CH:20][C:19]([F:22])=[CH:18][N:17]=2)[CH:11]=[CH:10][C:7]=1[CH:8]=O.[N+:23]([CH3:26])([O-:25])=[O:24].C([O-])(=O)C.[NH4+]. Product: [F:22][C:19]1[CH:20]=[CH:21][C:16]([CH2:15][O:14][C:12]2[CH:11]=[CH:10][C:7](/[CH:8]=[CH:26]/[N+:23]([O-:25])=[O:24])=[C:6]([F:5])[CH:13]=2)=[N:17][CH:18]=1. The catalyst class is: 84. (3) Reactant: [CH3:1][C:2]1[CH:7]=[CH:6][C:5]([S:8]([O:11][CH2:12][C:13]2([CH2:34][O:35]S(C3C=CC(C)=CC=3)(=O)=O)[CH2:18][CH2:17][C:16]([C:20]3[CH:25]=[C:24]([O:26][CH:27]4[CH2:32][CH2:31][CH2:30][CH2:29][O:28]4)[CH:23]=[C:22]([F:33])[CH:21]=3)(O)[CH2:15][CH2:14]2)(=[O:10])=[O:9])=[CH:4][CH:3]=1.[OH-].[Na+]. Product: [CH3:1][C:2]1[CH:7]=[CH:6][C:5]([S:8]([O:11][CH2:12][C:13]23[CH2:14][CH2:15][C:16]([C:20]4[CH:25]=[C:24]([O:26][CH:27]5[CH2:32][CH2:31][CH2:30][CH2:29][O:28]5)[CH:23]=[C:22]([F:33])[CH:21]=4)([CH2:17][CH2:18]2)[O:35][CH2:34]3)(=[O:9])=[O:10])=[CH:4][CH:3]=1. The catalyst class is: 1. (4) Reactant: [Br:1][C:2]1[CH:3]=[C:4]([CH:9]2[C:14]([C:15]([O:17]C)=[O:16])=[C:13]([CH3:19])[NH:12][C:11]3[CH2:20][O:21][CH2:22][C:23](=[O:24])[C:10]2=3)[CH:5]=[CH:6][C:7]=1[Br:8].BrN1C(=O)CCC1=O. Product: [Br:1][C:2]1[CH:3]=[C:4]([CH:9]2[C:10]3[C:23](=[O:24])[CH2:22][O:21][CH2:20][C:11]=3[NH:12][C:13]3[CH2:19][O:16][C:15](=[O:17])[C:14]2=3)[CH:5]=[CH:6][C:7]=1[Br:8]. The catalyst class is: 22. (5) Reactant: [CH3:1][C:2]1([CH3:28])[CH2:7][CH2:6][C:5]([C:8]2[CH:13]=[C:12]([C:14](O)([CH3:16])[CH3:15])[CH:11]=[CH:10][C:9]=2[NH:18][C:19]([C:21]2[NH:22][CH:23]=[C:24]([C:26]#[N:27])[N:25]=2)=[O:20])=[CH:4][CH2:3]1.O=S(Cl)Cl.[OH:33][CH2:34][CH2:35][N:36]1[CH2:41][CH2:40][NH:39][CH2:38][CH2:37]1.CCOC(C)=O. Product: [CH3:1][C:2]1([CH3:28])[CH2:7][CH2:6][C:5]([C:8]2[CH:13]=[C:12]([C:14]([N:39]3[CH2:40][CH2:41][N:36]([CH2:35][CH2:34][OH:33])[CH2:37][CH2:38]3)([CH3:16])[CH3:15])[CH:11]=[CH:10][C:9]=2[NH:18][C:19]([C:21]2[NH:22][CH:23]=[C:24]([C:26]#[N:27])[N:25]=2)=[O:20])=[CH:4][CH2:3]1. The catalyst class is: 2. (6) Reactant: C([O:8][CH2:9][CH2:10][N:11]1[CH:15]=[C:14]([N:16]2[CH:21]=[CH:20][C:19](=[O:22])[C:18]([CH2:23][C:24]3[CH:29]=[CH:28][CH:27]=[C:26]([C:30]4[N:34]=[CH:33][N:32]([CH2:35][CH3:36])[N:31]=4)[CH:25]=3)=[N:17]2)[CH:13]=[N:12]1)C1C=CC=CC=1.B(Br)(Br)Br. Product: [CH2:35]([N:32]1[CH:33]=[N:34][C:30]([C:26]2[CH:25]=[C:24]([CH:29]=[CH:28][CH:27]=2)[CH2:23][C:18]2[C:19](=[O:22])[CH:20]=[CH:21][N:16]([C:14]3[CH:13]=[N:12][N:11]([CH2:10][CH2:9][OH:8])[CH:15]=3)[N:17]=2)=[N:31]1)[CH3:36]. The catalyst class is: 2. (7) Reactant: [CH3:1][O:2][C:3]1[CH:8]=[CH:7][C:6]([C:9]2[N:10]=[C:11]([CH:27]3[CH2:32][CH2:31][N:30]([C:33](=[O:37])[N:34]([OH:36])[CH3:35])[CH2:29][CH2:28]3)[N:12]([CH2:22][C:23]([O:25]C)=[O:24])[C:13]=2[C:14]2[CH:19]=[CH:18][C:17]([O:20][CH3:21])=[CH:16][CH:15]=2)=[CH:5][CH:4]=1.O.[OH-].[Li+].C(O)(=O)C. Product: [CH3:1][O:2][C:3]1[CH:8]=[CH:7][C:6]([C:9]2[N:10]=[C:11]([CH:27]3[CH2:32][CH2:31][N:30]([C:33](=[O:37])[N:34]([OH:36])[CH3:35])[CH2:29][CH2:28]3)[N:12]([CH2:22][C:23]([OH:25])=[O:24])[C:13]=2[C:14]2[CH:15]=[CH:16][C:17]([O:20][CH3:21])=[CH:18][CH:19]=2)=[CH:5][CH:4]=1. The catalyst class is: 24.